From a dataset of NCI-60 drug combinations with 297,098 pairs across 59 cell lines. Regression. Given two drug SMILES strings and cell line genomic features, predict the synergy score measuring deviation from expected non-interaction effect. (1) Drug 1: CC1OCC2C(O1)C(C(C(O2)OC3C4COC(=O)C4C(C5=CC6=C(C=C35)OCO6)C7=CC(=C(C(=C7)OC)O)OC)O)O. Drug 2: CC1CC(C(C(C=C(C(C(C=CC=C(C(=O)NC2=CC(=O)C(=C(C1)C2=O)OC)C)OC)OC(=O)N)C)C)O)OC. Cell line: NCI-H460. Synergy scores: CSS=74.6, Synergy_ZIP=0.191, Synergy_Bliss=-2.01, Synergy_Loewe=-2.61, Synergy_HSA=1.05. (2) Drug 1: CNC(=O)C1=CC=CC=C1SC2=CC3=C(C=C2)C(=NN3)C=CC4=CC=CC=N4. Drug 2: C(CC(=O)O)C(=O)CN.Cl. Cell line: SNB-19. Synergy scores: CSS=16.5, Synergy_ZIP=-1.40, Synergy_Bliss=2.32, Synergy_Loewe=-0.361, Synergy_HSA=2.15. (3) Drug 1: C1=CC(=CC=C1CCC2=CNC3=C2C(=O)NC(=N3)N)C(=O)NC(CCC(=O)O)C(=O)O. Drug 2: CNC(=O)C1=NC=CC(=C1)OC2=CC=C(C=C2)NC(=O)NC3=CC(=C(C=C3)Cl)C(F)(F)F. Cell line: OVCAR-8. Synergy scores: CSS=44.9, Synergy_ZIP=-5.53, Synergy_Bliss=-6.77, Synergy_Loewe=-3.44, Synergy_HSA=-2.27. (4) Drug 1: C1=CC(=C2C(=C1NCCNCCO)C(=O)C3=C(C=CC(=C3C2=O)O)O)NCCNCCO. Synergy scores: CSS=49.5, Synergy_ZIP=9.15, Synergy_Bliss=9.29, Synergy_Loewe=-8.87, Synergy_HSA=8.21. Cell line: NCI-H226. Drug 2: CC1=C(C=C(C=C1)C(=O)NC2=CC(=CC(=C2)C(F)(F)F)N3C=C(N=C3)C)NC4=NC=CC(=N4)C5=CN=CC=C5.